Dataset: Catalyst prediction with 721,799 reactions and 888 catalyst types from USPTO. Task: Predict which catalyst facilitates the given reaction. (1) Reactant: [Si]([O:18][C:19]1[CH:59]=[CH:58][C:22]([O:23][CH2:24][C@@H:25]([OH:57])[CH2:26][NH:27][CH2:28][CH2:29][C:30]2[CH:56]=[CH:55][C:33]([NH:34][CH:35]3[CH2:40][CH2:39][N:38]([C:41]([C:43]4[NH:44][C:45]5[C:50]([CH:51]=4)=[CH:49][CH:48]=[CH:47][C:46]=5[N+:52]([O-:54])=[O:53])=[O:42])[CH2:37][CH2:36]3)=[CH:32][CH:31]=2)=[CH:21][CH:20]=1)(C(C)(C)C)(C1C=CC=CC=1)C1C=CC=CC=1. Product: [OH:57][C@H:25]([CH2:24][O:23][C:22]1[CH:21]=[CH:20][C:19]([OH:18])=[CH:59][CH:58]=1)[CH2:26][NH:27][CH2:28][CH2:29][C:30]1[CH:31]=[CH:32][C:33]([NH:34][CH:35]2[CH2:36][CH2:37][N:38]([C:41]([C:43]3[NH:44][C:45]4[C:50]([CH:51]=3)=[CH:49][CH:48]=[CH:47][C:46]=4[N+:52]([O-:54])=[O:53])=[O:42])[CH2:39][CH2:40]2)=[CH:55][CH:56]=1. The catalyst class is: 147. (2) Reactant: CCN(C(C)C)C(C)C.[CH3:10][O:11][C:12]([C:14]1[NH:18][C:17]2[CH:19]=[CH:20][C:21]([NH2:23])=[CH:22][C:16]=2[N:15]=1)=[O:13].[C:24](Cl)(=[O:31])[C:25]1[CH:30]=[CH:29][CH:28]=[CH:27][CH:26]=1. Product: [CH3:10][O:11][C:12]([C:14]1[NH:18][C:17]2[CH:19]=[CH:20][C:21]([NH:23][C:24](=[O:31])[C:25]3[CH:30]=[CH:29][CH:28]=[CH:27][CH:26]=3)=[CH:22][C:16]=2[N:15]=1)=[O:13]. The catalyst class is: 1.